This data is from Experimentally validated miRNA-target interactions with 360,000+ pairs, plus equal number of negative samples. The task is: Binary Classification. Given a miRNA mature sequence and a target amino acid sequence, predict their likelihood of interaction. (1) The miRNA is hsa-miR-488-3p with sequence UUGAAAGGCUAUUUCUUGGUC. The protein sequence of the target gene is MSALRRSGYGPSDGPSYGRYYGPGGGDVPVHPPPPLYPLRPEPPQPPISWRVRGGGPAETTWLGEGGGGDGYYPSGGAWPEPGRAGGSHQEQPPYPSYNSNYWNSTARSRAPYPSTYPVRPELQGQSLNSYTNGAYGPTYPPGPGANTASYSGAYYAPGYTQTSYSTEVPSTYRSSGNSPTPVSRWIYPQQDCQTEAPPLRGQVPGYPPSQNPGMTLPHYPYGDGNRSVPQSGPTVRPQEDAWASPGAYGMGGRYPWPSSAPSAPPGNLYMTESTSPWPSSGSPQSPPSPPVQQPKDSSY.... Result: 1 (interaction). (2) The miRNA is mmu-miR-466f-3p with sequence CAUACACACACACAUACACAC. The protein sequence of the target gene is MKWMFKEDHSLEHRCVESAKIRAKYPDRVPVIVEKVSGSQIVDIDKRKYLVPSDITVAQFMWIIRKRIQLPSEKAIFLFVDKTVPQSSLTMGQLYEKEKDEDGFLYVAYSGENTFGF. Result: 1 (interaction).